From a dataset of Catalyst prediction with 721,799 reactions and 888 catalyst types from USPTO. Predict which catalyst facilitates the given reaction. (1) Reactant: [Cl:1][C:2]1[CH:3]=[C:4]([SH:9])[CH:5]=[CH:6][C:7]=1[Cl:8].Br[CH2:11][CH2:12][CH2:13][N:14]1[C:22](=[O:23])[C:21]2[C:16](=[CH:17][CH:18]=[CH:19][CH:20]=2)[C:15]1=[O:24].C([O-])([O-])=O.[Cs+].[Cs+].O. Product: [Cl:1][C:2]1[CH:3]=[C:4]([S:9][CH2:11][CH2:12][CH2:13][N:14]2[C:22](=[O:23])[C:21]3[C:16](=[CH:17][CH:18]=[CH:19][CH:20]=3)[C:15]2=[O:24])[CH:5]=[CH:6][C:7]=1[Cl:8]. The catalyst class is: 3. (2) Reactant: [C:1]([O:5][C:6]([NH:8][C@@H:9]([CH2:13][CH3:14])[C:10]([OH:12])=O)=[O:7])([CH3:4])([CH3:3])[CH3:2].CN(C(ON1N=NC2C=CC=CC1=2)=[N+](C)C)C.F[P-](F)(F)(F)(F)F.CCN(C(C)C)C(C)C.[NH:48]1[CH2:53][CH2:52][O:51][CH2:50][CH2:49]1. Product: [N:48]1([C:10]([C@@H:9]([NH:8][C:6](=[O:7])[O:5][C:1]([CH3:2])([CH3:3])[CH3:4])[CH2:13][CH3:14])=[O:12])[CH2:53][CH2:52][O:51][CH2:50][CH2:49]1. The catalyst class is: 2. (3) Reactant: Cl[S:2]([N:5]=[C:6]=[O:7])(=[O:4])=[O:3].[C:8]([OH:12])([CH3:11])([CH3:10])[CH3:9].Cl.[CH2:14]([O:16][C:17](=[O:20])[CH2:18][NH2:19])[CH3:15].C(N(CC)CC)C. Product: [C:8]([O:12][C:6]([NH:5][S:2]([NH:19][CH2:18][C:17]([O:16][CH2:14][CH3:15])=[O:20])(=[O:4])=[O:3])=[O:7])([CH3:11])([CH3:10])[CH3:9]. The catalyst class is: 4. (4) Reactant: [Cl:1][C:2]1[CH:3]=[C:4]([CH:23]=[CH:24][C:25]=1[O:26][C:27]([F:30])([F:29])[F:28])[O:5][C:6]1[CH:14]=[CH:13][C:9]([C:10]([OH:12])=O)=[CH:8][C:7]=1[C:15]1[C:16]([O:21][CH3:22])=[N:17][CH:18]=[CH:19][CH:20]=1.C(N1C=CN=C1)([N:33]1[CH:37]=[CH:36]N=[CH:34]1)=O.[S:43](N)([NH2:46])(=[O:45])=[O:44].N1(C2CCCCCCCCCC2)CCCN=CCCCCC1.C[Si]([N-][Si](C)(C)C)(C)C.[Li+].BrCCCBr. Product: [N:33]1([S:43]([NH:46][C:10](=[O:12])[C:9]2[CH:13]=[CH:14][C:6]([O:5][C:4]3[CH:23]=[CH:24][C:25]([O:26][C:27]([F:30])([F:29])[F:28])=[C:2]([Cl:1])[CH:3]=3)=[C:7]([C:15]3[C:16]([O:21][CH3:22])=[N:17][CH:18]=[CH:19][CH:20]=3)[CH:8]=2)(=[O:45])=[O:44])[CH2:37][CH2:36][CH2:34]1. The catalyst class is: 54.